From a dataset of Full USPTO retrosynthesis dataset with 1.9M reactions from patents (1976-2016). Predict the reactants needed to synthesize the given product. (1) Given the product [C:1]([O:5][C:6]([N:8]1[CH2:9][CH2:10][N:11]([C:14]2[C:19]([OH:20])=[CH:18][N:17]=[CH:16][N:15]=2)[CH2:12][CH2:13]1)=[O:7])([CH3:4])([CH3:2])[CH3:3], predict the reactants needed to synthesize it. The reactants are: [C:1]([O:5][C:6]([N:8]1[CH2:13][CH2:12][N:11]([C:14]2[C:19]([O:20]CC3C=CC=CC=3)=[CH:18][N:17]=[CH:16][N:15]=2)[CH2:10][CH2:9]1)=[O:7])([CH3:4])([CH3:3])[CH3:2]. (2) Given the product [CH3:1][O:2][C:3]([C:5]1[CH:10]=[N:9][C:8]([CH:25]2[CH2:27][CH2:26]2)=[C:7]([O:12][CH2:13][CH:14]2[CH2:16][CH2:15]2)[N:6]=1)=[O:4], predict the reactants needed to synthesize it. The reactants are: [CH3:1][O:2][C:3]([C:5]1[CH:10]=[N:9][C:8](Br)=[C:7]([O:12][CH2:13][CH:14]2[CH2:16][CH2:15]2)[N:6]=1)=[O:4].[O-]P([O-])([O-])=O.[K+].[K+].[K+].[CH:25]1(B(O)O)[CH2:27][CH2:26]1.C1(P(C2CCCCC2)C2CCCCC2)CCCCC1. (3) Given the product [C:11]([Si:15]([CH3:27])([CH3:26])[O:16][CH:17]1[CH2:24][CH2:23][CH2:22][C:21](=[O:25])[CH2:20][CH2:19][CH2:18]1)([CH3:14])([CH3:13])[CH3:12], predict the reactants needed to synthesize it. The reactants are: CS(C)=O.C(Cl)(=O)C(Cl)=O.[C:11]([Si:15]([CH3:27])([CH3:26])[O:16][C@@H:17]1[CH2:24][CH2:23][CH2:22][C@H:21]([OH:25])[CH2:20][CH2:19][CH2:18]1)([CH3:14])([CH3:13])[CH3:12].C(N(CC)CC)C.[Cl-].[NH4+]. (4) Given the product [CH3:15][O:14][CH:9]1[C:10]2[C:6](=[C:5]([CH2:4][CH2:3][C:17]3([OH:20])[CH2:18][C:13]4[C:5](=[CH:6][CH:10]=[CH:11][CH:12]=4)[CH2:4]3)[CH:13]=[CH:12][CH:11]=2)[CH2:7][CH:8]1[CH3:16], predict the reactants needed to synthesize it. The reactants are: [Mg].Br[CH2:3][CH2:4][C:5]1[CH:13]=[CH:12][CH:11]=[C:10]2[C:6]=1[CH2:7][CH:8]([CH3:16])[CH:9]2[O:14][CH3:15].[C:17]([OH:20])(=O)[CH3:18]. (5) Given the product [O:7]=[C:6]([C:8]1[CH:13]=[CH:12][C:11]([C:14]([F:17])([F:16])[F:15])=[CH:10][CH:9]=1)[CH2:5][CH2:4][CH2:3][CH2:2][N:18]1[CH2:23][CH2:22][CH:21]([C:24]2[CH:25]=[C:26]([NH:30][C:31]([CH:33]3[CH2:34][CH2:35]3)=[O:32])[CH:27]=[CH:28][CH:29]=2)[CH2:20][CH2:19]1, predict the reactants needed to synthesize it. The reactants are: Cl[CH2:2][CH2:3][CH2:4][CH2:5][C:6]([C:8]1[CH:13]=[CH:12][C:11]([C:14]([F:17])([F:16])[F:15])=[CH:10][CH:9]=1)=[O:7].[NH:18]1[CH2:23][CH2:22][CH:21]([C:24]2[CH:25]=[C:26]([NH:30][C:31]([CH:33]3[CH2:35][CH2:34]3)=[O:32])[CH:27]=[CH:28][CH:29]=2)[CH2:20][CH2:19]1. (6) The reactants are: [C:1]([C:9]1[CH:35]=[C:34]([Br:36])[CH:33]=[CH:32][C:10]=1[C:11]([N:13]([CH2:25][CH:26]([OH:31])[CH2:27][CH2:28][CH2:29][CH3:30])[CH2:14][C:15]1[CH:20]=[CH:19][C:18]([S:21]([CH3:24])(=[O:23])=[O:22])=[CH:17][CH:16]=1)=[O:12])(=[O:8])[C:2]1[CH:7]=[CH:6][CH:5]=[CH:4][CH:3]=1.C(N(CC)CC)C.O.Cl. Given the product [C:1]([C:9]1[CH:35]=[C:34]([Br:36])[CH:33]=[CH:32][C:10]=1[C:11]([N:13]([CH2:14][C:15]1[CH:16]=[CH:17][C:18]([S:21]([CH3:24])(=[O:23])=[O:22])=[CH:19][CH:20]=1)[CH2:25][C:26](=[O:31])[CH2:27][CH2:28][CH2:29][CH3:30])=[O:12])(=[O:8])[C:2]1[CH:7]=[CH:6][CH:5]=[CH:4][CH:3]=1, predict the reactants needed to synthesize it. (7) The reactants are: [S:1]1[CH:5]=[CH:4][C:3]([CH:6]2[O:10][CH2:9][CH2:8][O:7]2)=[CH:2]1.[CH2:11]([Li])CCC.CI.O. Given the product [CH3:11][C:2]1[S:1][CH:5]=[CH:4][C:3]=1[CH:6]1[O:10][CH2:9][CH2:8][O:7]1, predict the reactants needed to synthesize it. (8) Given the product [F:1][C:2]([F:7])([F:6])[C:3]([OH:5])=[O:4].[Cl:8][C:9]1[CH:10]=[C:11]([C:19]2[O:23][N:22]=[C:21]([C:24]3[C:25]([CH3:45])=[C:26]4[C:31](=[CH:32][CH:33]=3)[CH:30]([CH2:34][C:35]([OH:37])=[O:36])[NH:29][CH2:28][CH2:27]4)[N:20]=2)[CH:12]=[CH:13][C:14]=1[O:15][CH:16]([CH3:17])[CH3:18], predict the reactants needed to synthesize it. The reactants are: [F:1][C:2]([F:7])([F:6])[C:3]([OH:5])=[O:4].[Cl:8][C:9]1[CH:10]=[C:11]([C:19]2[O:23][N:22]=[C:21]([C:24]3[C:25]([CH3:45])=[C:26]4[C:31](=[CH:32][CH:33]=3)[CH:30]([CH2:34][C:35]([OH:37])=[O:36])[N:29](C(OC(C)(C)C)=O)[CH2:28][CH2:27]4)[N:20]=2)[CH:12]=[CH:13][C:14]=1[O:15][CH:16]([CH3:18])[CH3:17]. (9) The reactants are: P(Cl)(Cl)(Cl)=O.[CH3:6][O:7][C:8]1[CH:9]=[CH:10][C:11]2[N:15]3[CH2:16][C:17]4[C:22]([C:14]3=[CH:13][C:12]=2[N:23]=1)=[CH:21][CH:20]=[CH:19][CH:18]=4.CN(C)[CH:26]=[O:27]. Given the product [CH3:6][O:7][C:8]1[CH:9]=[CH:10][C:11]2[N:15]3[CH2:16][C:17]4[C:22]([C:14]3=[C:13]([CH:26]=[O:27])[C:12]=2[N:23]=1)=[CH:21][CH:20]=[CH:19][CH:18]=4, predict the reactants needed to synthesize it. (10) Given the product [NH:1]1[C:9]2[C:4](=[CH:5][CH:6]=[CH:7][CH:8]=2)[C:3]([S:10][C:11]2[CH:21]=[CH:20][CH:19]=[CH:18][C:12]=2[CH2:13][N:15]([CH3:17])[CH3:16])=[CH:2]1, predict the reactants needed to synthesize it. The reactants are: [NH:1]1[C:9]2[C:4](=[CH:5][CH:6]=[CH:7][CH:8]=2)[C:3]([S:10][C:11]2[CH:21]=[CH:20][CH:19]=[CH:18][C:12]=2[C:13]([N:15]([CH3:17])[CH3:16])=O)=[CH:2]1.B.CO.C(O)(=O)C(O)=O.